Dataset: Peptide-MHC class I binding affinity with 185,985 pairs from IEDB/IMGT. Task: Regression. Given a peptide amino acid sequence and an MHC pseudo amino acid sequence, predict their binding affinity value. This is MHC class I binding data. (1) The peptide sequence is ITLWQRPLV. The MHC is HLA-B08:01 with pseudo-sequence HLA-B08:01. The binding affinity (normalized) is 0.307. (2) The peptide sequence is GLKGPDIY. The MHC is H-2-Db with pseudo-sequence H-2-Db. The binding affinity (normalized) is 0. (3) The MHC is HLA-B39:01 with pseudo-sequence HLA-B39:01. The binding affinity (normalized) is 0.0847. The peptide sequence is TVIYRGTTF. (4) The peptide sequence is RCWLTKNGSY. The MHC is HLA-A24:02 with pseudo-sequence HLA-A24:02. The binding affinity (normalized) is 0. (5) The peptide sequence is GMLSSLHTL. The MHC is HLA-B27:05 with pseudo-sequence HLA-B27:05. The binding affinity (normalized) is 0.270. (6) The MHC is Mamu-B52 with pseudo-sequence Mamu-B52. The binding affinity (normalized) is 0.398. The peptide sequence is ALFLLKLAGRW.